From a dataset of Reaction yield outcomes from USPTO patents with 853,638 reactions. Predict the reaction yield, written as a fraction of the theoretical maximum amount of product (1.0 means a 100% yield; for example, 0.34 means a 34% yield). (1) The reactants are [CH2:1]([O:3][C:4]1[CH:9]=[C:8](Br)[CH:7]=[CH:6][C:5]=1[N+:11]([O-:13])=[O:12])[CH3:2].[N:14]1[CH:19]=[CH:18][C:17](B(O)O)=[CH:16][CH:15]=1.C([O-])([O-])=O.[K+].[K+]. The catalyst is CN(C)C(=O)C.C1C=CC(P(C2C=CC=CC=2)[C-]2C=CC=C2)=CC=1.C1C=CC(P(C2C=CC=CC=2)[C-]2C=CC=C2)=CC=1.Cl[Pd]Cl.[Fe+2]. The product is [CH2:1]([O:3][C:4]1[CH:9]=[C:8]([C:17]2[CH:18]=[CH:19][N:14]=[CH:15][CH:16]=2)[CH:7]=[CH:6][C:5]=1[N+:11]([O-:13])=[O:12])[CH3:2]. The yield is 0.550. (2) The reactants are Br[C:2]1[N:7]2[N:8]=[C:9]([NH:11][C:12]3[CH:20]=[CH:19][C:15]([C:16]([NH2:18])=[O:17])=[CH:14][CH:13]=3)[N:10]=[C:6]2[CH:5]=[CH:4][CH:3]=1.BrC1N2N=C(N[C:32]3[CH:39]=[CH:38][C:35](C#N)=[CH:34][CH:33]=3)N=C2C=CC=1.[OH2:40].[OH-].[Na+]. The catalyst is P(=O)(O)(O)O. The product is [OH:40][C:32]1[CH:33]=[C:34]([C:2]2[N:7]3[N:8]=[C:9]([NH:11][C:12]4[CH:20]=[CH:19][C:15]([C:16]([NH2:18])=[O:17])=[CH:14][CH:13]=4)[N:10]=[C:6]3[CH:5]=[CH:4][CH:3]=2)[CH:35]=[CH:38][CH:39]=1. The yield is 0.710. (3) The reactants are [CH2:1]([O:8][C@H:9]1[C@H:14]([O:15][CH2:16][C:17]2[CH:22]=[CH:21][CH:20]=[CH:19][CH:18]=2)[C@@H:13]([CH2:23][O:24][CH2:25][C:26]2[CH:31]=[CH:30][CH:29]=[CH:28][CH:27]=2)[O:12][C@@H:11]([O:32][C@H:33]2[C@@H:42]([O:43][CH2:44][C:45]3[CH:50]=[CH:49][CH:48]=[CH:47][CH:46]=3)[C@H:41]([O:51][CH2:52][C:53]3[CH:58]=[CH:57][CH:56]=[CH:55][CH:54]=3)[C@@H:40]([CH2:59][O:60][CH2:61][C:62]3[CH:67]=[CH:66][CH:65]=[CH:64][CH:63]=3)[O:39][C@H:34]2[O:35][CH2:36][CH:37]=[CH2:38])[C@@H:10]1[OH:68])[C:2]1[CH:7]=[CH:6][CH:5]=[CH:4][CH:3]=1.CCC(C)[BH-](C(C)CC)C(C)CC.[Li+]. The catalyst is CS(C)=O.C(OC(=O)C)(=O)C.C(OCC)(=O)C.C1COCC1. The product is [CH2:1]([O:8][C@H:9]1[C@H:14]([O:15][CH2:16][C:17]2[CH:22]=[CH:21][CH:20]=[CH:19][CH:18]=2)[C@@H:13]([CH2:23][O:24][CH2:25][C:26]2[CH:31]=[CH:30][CH:29]=[CH:28][CH:27]=2)[O:12][C@@H:11]([O:32][C@H:33]2[C@@H:42]([O:43][CH2:44][C:45]3[CH:50]=[CH:49][CH:48]=[CH:47][CH:46]=3)[C@H:41]([O:51][CH2:52][C:53]3[CH:54]=[CH:55][CH:56]=[CH:57][CH:58]=3)[C@@H:40]([CH2:59][O:60][CH2:61][C:62]3[CH:63]=[CH:64][CH:65]=[CH:66][CH:67]=3)[O:39][C@H:34]2[O:35][CH2:36][CH:37]=[CH2:38])[C@H:10]1[OH:68])[C:2]1[CH:7]=[CH:6][CH:5]=[CH:4][CH:3]=1. The yield is 0.880. (4) The product is [Cl:8][C:9]1[CH:14]=[C:13]([O:15][CH3:16])[CH:12]=[CH:11][C:10]=1[S:17]([NH:21][C:22]1[CH:23]=[CH:24][C:25]2[CH2:29][O:28][B:27]([OH:30])[C:26]=2[CH:31]=1)(=[O:19])=[O:18]. The reactants are C(N(CC)CC)C.[Cl:8][C:9]1[CH:14]=[C:13]([O:15][CH3:16])[CH:12]=[CH:11][C:10]=1[S:17](Cl)(=[O:19])=[O:18].[NH2:21][C:22]1[CH:23]=[CH:24][C:25]2[CH2:29][O:28][B:27]([OH:30])[C:26]=2[CH:31]=1.Cl. The yield is 0.330. The catalyst is CN(C)C=O.O.C(OCC)(=O)C.